From a dataset of Rat liver microsome stability data. Regression/Classification. Given a drug SMILES string, predict its absorption, distribution, metabolism, or excretion properties. Task type varies by dataset: regression for continuous measurements (e.g., permeability, clearance, half-life) or binary classification for categorical outcomes (e.g., BBB penetration, CYP inhibition). Dataset: rlm. (1) The drug is N#Cc1ccccc1Cn1c(N2CCCC(N)C2)nc2c(Cl)cccc2c1=O. The result is 1 (stable in rat liver microsomes). (2) The drug is Cn1cnc(S(=O)(=O)N(CC(=O)NC(C)(C)C)C2Cc3cc(-c4ccccc4)ccc3N(Cc3cncn3C)C2)c1. The result is 0 (unstable in rat liver microsomes). (3) The result is 1 (stable in rat liver microsomes). The molecule is CC(C)COc1ccc(-c2ccc(=O)n(CC(=O)NCCc3ccccc3)n2)cc1. (4) The drug is CC(C)(C)c1ccc(C(=O)N2CC(=O)Nc3ccc(F)cc3C2c2ccc(F)cc2)cc1. The result is 1 (stable in rat liver microsomes). (5) The drug is COc1cccc(Nc2nc(-c3ccncc3)nc3ccccc23)c1. The result is 1 (stable in rat liver microsomes). (6) The molecule is O=C(c1ccc(F)cc1)C1CCN(CCn2c(=O)[nH]c3ccccc3c2=O)CC1. The result is 1 (stable in rat liver microsomes).